From a dataset of Forward reaction prediction with 1.9M reactions from USPTO patents (1976-2016). Predict the product of the given reaction. (1) Given the reactants [N:1]1[CH:6]=[CH:5][C:4](/[CH:7]=[CH:8]/[C:9]2[C:17]3[C:12](=[CH:13][C:14](/[CH:18]=[C:19]4/[C:20](=[O:28])[NH:21][C:22]5[C:27]/4=[CH:26][CH:25]=[CH:24][CH:23]=5)=[CH:15][CH:16]=3)[NH:11][N:10]=2)=[CH:3][CH:2]=1.[Cl:29]C1C=C2C(=CC=1)NC(=O)C2, predict the reaction product. The product is: [Cl:29][C:25]1[CH:26]=[C:27]2[C:22](=[CH:23][CH:24]=1)[NH:21][C:20](=[O:28])/[C:19]/2=[CH:18]/[C:14]1[CH:13]=[C:12]2[C:17]([C:9](/[CH:8]=[CH:7]/[C:4]3[CH:5]=[CH:6][N:1]=[CH:2][CH:3]=3)=[N:10][NH:11]2)=[CH:16][CH:15]=1. (2) Given the reactants [Br:1][C:2]1[CH:3]=[C:4]([C:8](=O)[CH2:9][CH2:10][CH2:11][CH2:12][N:13]2[CH2:18][CH2:17][CH:16]([C:19]3[CH:20]=[C:21]([NH:25][C:26](=[O:30])[CH:27]([CH3:29])[CH3:28])[CH:22]=[CH:23][CH:24]=3)[CH2:15][CH2:14]2)[CH:5]=[CH:6][CH:7]=1.Cl.[CH3:33][O:34][C:35]1[CH:40]=[CH:39][C:38]([NH:41]N)=[CH:37][CH:36]=1, predict the reaction product. The product is: [Br:1][C:2]1[CH:3]=[C:4]([C:8]2[NH:41][C:38]3[C:39]([C:9]=2[CH2:10][CH2:11][CH2:12][N:13]2[CH2:18][CH2:17][CH:16]([C:19]4[CH:20]=[C:21]([NH:25][C:26](=[O:30])[CH:27]([CH3:28])[CH3:29])[CH:22]=[CH:23][CH:24]=4)[CH2:15][CH2:14]2)=[CH:40][C:35]([O:34][CH3:33])=[CH:36][CH:37]=3)[CH:5]=[CH:6][CH:7]=1. (3) Given the reactants [NH2:1][C:2]1[C:7]([S:8]([NH:11][CH2:12][C@H:13]2[CH2:17][CH2:16][N:15]([CH3:18])[CH2:14]2)(=[O:10])=[O:9])=[CH:6][C:5](Br)=[CH:4][N:3]=1.[CH3:20][C:21]1([CH3:46])[C:30]([CH3:31])=[CH:29][C:28]2[N:27]=[CH:26][N:25]=[C:24]([N:32]3[CH2:38][C:37]4[CH:39]=[C:40](B(O)O)[CH:41]=[CH:42][C:36]=4[O:35][CH2:34][CH2:33]3)[C:23]=2[CH2:22]1, predict the reaction product. The product is: [NH2:1][C:2]1[C:7]([S:8]([NH:11][CH2:12][C@H:13]2[CH2:17][CH2:16][N:15]([CH3:18])[CH2:14]2)(=[O:10])=[O:9])=[CH:6][C:5]([C:40]2[CH:41]=[CH:42][C:36]3[O:35][CH2:34][CH2:33][N:32]([C:24]4[C:23]5[CH2:22][C:21]([CH3:20])([CH3:46])[C:30]([CH3:31])=[CH:29][C:28]=5[N:27]=[CH:26][N:25]=4)[CH2:38][C:37]=3[CH:39]=2)=[CH:4][N:3]=1. (4) Given the reactants [C:1]([O:5][C:6](=[O:23])[NH:7][C:8]1[CH:13]=[CH:12][C:11](Br)=[CH:10][C:9]=1[NH:15][C:16]([O:18][C:19]([CH3:22])([CH3:21])[CH3:20])=[O:17])([CH3:4])([CH3:3])[CH3:2].[F:24][C:25]([F:36])([F:35])[C:26]1[CH:31]=[CH:30][CH:29]=[CH:28][C:27]=1B(O)O, predict the reaction product. The product is: [C:1]([O:5][C:6](=[O:23])[NH:7][C:8]1[CH:13]=[CH:12][C:11]([C:27]2[CH:28]=[CH:29][CH:30]=[CH:31][C:26]=2[C:25]([F:36])([F:35])[F:24])=[CH:10][C:9]=1[NH:15][C:16]([O:18][C:19]([CH3:22])([CH3:21])[CH3:20])=[O:17])([CH3:4])([CH3:3])[CH3:2]. (5) Given the reactants ClCC[CH2:4][CH2:5][C:6](Cl)=[O:7].[CH:9]1[C:18]2[C:13](=[CH:14][CH:15]=[CH:16][CH:17]=2)[CH:12]=[CH:11][CH:10]=1.[Cl-:19].[Al+3].[Cl-].[Cl-].Cl, predict the reaction product. The product is: [Cl:19][CH2:4][CH2:5][C:6]([C:15]1[CH:16]=[CH:17][C:18]2[C:13](=[CH:12][CH:11]=[CH:10][CH:9]=2)[CH:14]=1)=[O:7]. (6) Given the reactants [OH:1][C:2]1[C:9](I)=[CH:8][C:7]([I:11])=[CH:6][C:3]=1[CH:4]=[O:5].[CH:12]#[C:13][CH2:14][CH2:15][CH3:16], predict the reaction product. The product is: [I:11][C:7]1[CH:6]=[C:3]([CH:4]=[O:5])[C:2]2[O:1][C:13]([CH2:14][CH2:15][CH3:16])=[CH:12][C:9]=2[CH:8]=1. (7) Given the reactants [CH2:1]([O:8][C:9](=[O:19])[NH:10][CH2:11][C:12]1[CH:17]=[CH:16][CH:15]=[CH:14][C:13]=1[NH2:18])[C:2]1[CH:7]=[CH:6][CH:5]=[CH:4][CH:3]=1.[CH:20]1[CH:25]=[CH:24][C:23]([O:26][C:27](OC2C=CC=CC=2)=[N:28][C:29]#[N:30])=[CH:22][CH:21]=1, predict the reaction product. The product is: [C:29]([N:28]=[C:27]([NH:18][C:13]1[CH:14]=[CH:15][CH:16]=[CH:17][C:12]=1[CH2:11][NH:10][C:9](=[O:19])[O:8][CH2:1][C:2]1[CH:7]=[CH:6][CH:5]=[CH:4][CH:3]=1)[O:26][C:23]1[CH:24]=[CH:25][CH:20]=[CH:21][CH:22]=1)#[N:30].